This data is from Forward reaction prediction with 1.9M reactions from USPTO patents (1976-2016). The task is: Predict the product of the given reaction. (1) The product is: [CH3:10][Si:11]([C:14]#[C:15][C:2]1[C:3]([NH2:9])=[N:4][C:5]([NH2:8])=[CH:6][CH:7]=1)([CH3:13])[CH3:12]. Given the reactants I[C:2]1[C:3]([NH2:9])=[N:4][C:5]([NH2:8])=[CH:6][CH:7]=1.[CH3:10][Si:11]([C:14]#[CH:15])([CH3:13])[CH3:12].C(N(CC)C(C)C)(C)C.CN1C(=O)CCC1, predict the reaction product. (2) The product is: [O:22]=[C:21]1[C:16]2[CH:15]=[CH:14][S:13][C:17]=2[CH2:18][CH2:19][CH:20]1[C:25]([O:24][CH3:23])=[O:26]. Given the reactants C([Li])CCC.C(NC(C)C)(C)C.[S:13]1[C:17]2[CH2:18][CH2:19][CH2:20][C:21](=[O:22])[C:16]=2[CH:15]=[CH:14]1.[CH3:23][O:24][C:25](C#N)=[O:26], predict the reaction product. (3) Given the reactants [O:1]1[CH:5]=[CH:4][CH:3]=[C:2]1[C:6]1[CH:30]=[CH:29][C:9]2[C:10]3[CH:16]=[C:15]([S:17]([NH:20][C@H:21]([CH:26]([CH3:28])[CH3:27])[C:22]([O:24][CH3:25])=[O:23])(=[O:19])=[O:18])[CH:14]=[CH:13][C:11]=3[O:12][C:8]=2[CH:7]=1.[Cl:31]N1C(=O)CCC1=O.C(O)(C(F)(F)F)=O.CS(C)=O, predict the reaction product. The product is: [Cl:31][C:5]1[O:1][C:2]([C:6]2[CH:30]=[CH:29][C:9]3[C:10]4[CH:16]=[C:15]([S:17]([NH:20][C@H:21]([CH:26]([CH3:28])[CH3:27])[C:22]([O:24][CH3:25])=[O:23])(=[O:18])=[O:19])[CH:14]=[CH:13][C:11]=4[O:12][C:8]=3[CH:7]=2)=[CH:3][CH:4]=1. (4) The product is: [C:14]([C:13]1[N:10]2[C:11]3[C:6]([CH:7]=[CH:8][C:9]2=[C:38]([C:39]#[N:40])[CH:37]=1)=[CH:5][CH:4]=[C:3]([CH3:2])[CH:12]=3)(=[O:15])[C:16]1[CH:21]=[CH:20][CH:19]=[CH:18][CH:17]=1. Given the reactants [Br-].[CH3:2][C:3]1[CH:12]=[C:11]2[C:6]([CH:7]=[CH:8][CH:9]=[N+:10]2[CH2:13][C:14]([C:16]2[CH:21]=[CH:20][CH:19]=[CH:18][CH:17]=2)=[O:15])=[CH:5][CH:4]=1.BrCC(C1C=CC=CC=1)=O.CC1C=C2C([CH:37]=[CH:38][CH:39]=[N:40]2)=CC=1, predict the reaction product.